This data is from Full USPTO retrosynthesis dataset with 1.9M reactions from patents (1976-2016). The task is: Predict the reactants needed to synthesize the given product. (1) Given the product [NH:8]1[C:9]2=[N:10][CH:11]=[CH:12][CH:13]=[C:14]2[C:6]([C:2]2[S:15][C:16]([C:17]([O:19][CH2:20][CH3:21])=[O:18])=[CH:4][CH:3]=2)=[CH:7]1, predict the reactants needed to synthesize it. The reactants are: Cl/[C:2](/[C:6]1[C:14]2[C:9](=[N:10][CH:11]=[CH:12][CH:13]=2)[NH:8][CH:7]=1)=[CH:3]/[CH:4]=O.[SH:15][CH2:16][C:17]([O:19][CH2:20][CH3:21])=[O:18].[O-]CC.[Na+]. (2) Given the product [NH2:21][C:19]1[CH2:18][O:17][CH2:16][C@:15]2([C:4]3[C:5](=[N:6][CH:7]=[C:2]([OH:34])[CH:3]=3)[O:8][C:9]3[C:14]2=[CH:13][C:12]([C:29]2[C:24]([F:23])=[N:25][CH:26]=[CH:27][CH:28]=2)=[CH:11][CH:10]=3)[N:20]=1, predict the reactants needed to synthesize it. The reactants are: Br[C:2]1[CH:3]=[C:4]2[C@@:15]3([N:20]=[C:19]([NH2:21])[CH2:18][O:17][CH2:16]3)[C:14]3[C:9](=[CH:10][CH:11]=[C:12](I)[CH:13]=3)[O:8][C:5]2=[N:6][CH:7]=1.[F:23][C:24]1[C:29](B(O)O)=[CH:28][CH:27]=[CH:26][N:25]=1.C(=O)([O-])[O-:34].[K+].[K+].C(P(C(C)(C)C)C1C(C)=C(C)C(C)=C(C)C=1C1C(C(C)C)=CC(C(C)C)=CC=1C(C)C)(C)(C)C.[OH-].[K+].Cl. (3) Given the product [C:49]([C:47]1[CH:48]=[C:44]([NH:43][C:42]([NH:31][C@@H:24]2[C:25]3[C:30](=[CH:29][CH:28]=[CH:27][CH:26]=3)[C@H:21]([O:20][C:17]3[CH:18]=[CH:19][C:14]4[N:15]([C:11]([N:8]5[CH2:9][CH2:10][C@H:6]([O:5][Si:4]([CH:1]([CH3:3])[CH3:2])([CH:32]([CH3:34])[CH3:33])[CH:35]([CH3:37])[CH3:36])[CH2:7]5)=[N:12][N:13]=4)[CH:16]=3)[CH2:22][CH2:23]2)=[O:41])[N:45]([C:53]2[CH:58]=[CH:57][C:56]([CH3:59])=[CH:55][CH:54]=2)[N:46]=1)([CH3:52])([CH3:50])[CH3:51], predict the reactants needed to synthesize it. The reactants are: [CH:1]([Si:4]([CH:35]([CH3:37])[CH3:36])([CH:32]([CH3:34])[CH3:33])[O:5][C@H:6]1[CH2:10][CH2:9][N:8]([C:11]2[N:15]3[CH:16]=[C:17]([O:20][C@H:21]4[C:30]5[C:25](=[CH:26][CH:27]=[CH:28][CH:29]=5)[C@@H:24]([NH2:31])[CH2:23][CH2:22]4)[CH:18]=[CH:19][C:14]3=[N:13][N:12]=2)[CH2:7]1)([CH3:3])[CH3:2].ClC(Cl)(Cl)C[O:41][C:42](=O)[NH:43][C:44]1[N:45]([C:53]2[CH:58]=[CH:57][C:56]([CH3:59])=[CH:55][CH:54]=2)[N:46]=[C:47]([C:49]([CH3:52])([CH3:51])[CH3:50])[CH:48]=1.CCN(C(C)C)C(C)C.N. (4) Given the product [C:1]([O:5][C:6]([N:8]1[CH2:12][C@@H:11]([O:13][CH3:14])[CH2:10][C@H:9]1[C:15]1[NH:16][CH:17]=[C:18]([C:20]2[CH:25]=[CH:24][C:23]([C:32]3[CH:33]=[C:28]([Cl:27])[C:29]([NH:42][C:43]([C:44]4[CH:45]=[N:46][C:47]([N:50]5[CH2:55][CH2:54][N:53]([C:56](=[O:61])[C:57]([CH3:60])([CH3:59])[CH2:58][OH:65])[CH2:52][C@H:51]5[CH3:62])=[CH:48][CH:49]=4)=[O:63])=[CH:30][C:31]=3[O:37][C:38]([F:41])([F:40])[F:39])=[CH:22][CH:21]=2)[N:19]=1)=[O:7])([CH3:4])([CH3:3])[CH3:2], predict the reactants needed to synthesize it. The reactants are: [C:1]([O:5][C:6]([N:8]1[CH2:12][C@@H:11]([O:13][CH3:14])[CH2:10][C@H:9]1[C:15]1[NH:16][CH:17]=[C:18]([C:20]2[CH:25]=[CH:24][C:23](Br)=[CH:22][CH:21]=2)[N:19]=1)=[O:7])([CH3:4])([CH3:3])[CH3:2].[Cl:27][C:28]1[C:29]([NH:42][C:43](=[O:63])[C:44]2[CH:49]=[CH:48][C:47]([N:50]3[CH2:55][CH2:54][N:53]([C:56](=[O:61])[C:57]([CH3:60])([CH3:59])[CH3:58])[CH2:52][C@H:51]3[CH3:62])=[N:46][CH:45]=2)=[CH:30][C:31]([O:37][C:38]([F:41])([F:40])[F:39])=[C:32](B(O)O)[CH:33]=1.C(=O)([O-])[O-:65].[K+].[K+].